From a dataset of Rat liver microsome stability data. Regression/Classification. Given a drug SMILES string, predict its absorption, distribution, metabolism, or excretion properties. Task type varies by dataset: regression for continuous measurements (e.g., permeability, clearance, half-life) or binary classification for categorical outcomes (e.g., BBB penetration, CYP inhibition). Dataset: rlm. (1) The molecule is COc1cc(C(=O)Nc2nc(-c3ccccc3)cs2)ccc1NS(=O)(=O)c1ccc(C)cc1. The result is 1 (stable in rat liver microsomes). (2) The molecule is CCc1ccc(CCNc2ncc(C)n(CC(=O)NCCON=C(N)N)c2=O)cc1. The result is 1 (stable in rat liver microsomes). (3) The drug is COC1[C@H](NC(=O)CC2OC(COCc3ccccc3)C(OCc3ccccc3)C(OCc3ccccc3)C2OCc2ccccc2)C=C[C@H]2[C@H]3Cc4ccc(O)cc4[C@@]12CCN3C. The result is 1 (stable in rat liver microsomes).